From a dataset of Forward reaction prediction with 1.9M reactions from USPTO patents (1976-2016). Predict the product of the given reaction. (1) Given the reactants [N+:1]([CH2:3][C:4]([O:6][CH3:7])=[O:5])#[C-:2].[CH3:8][O:9][CH2:10][C:11]1[CH:12]=[C:13]([CH:17]=[CH:18][CH:19]=1)[C:14](Cl)=[O:15].C(N(CC)CC)C, predict the reaction product. The product is: [CH3:8][O:9][CH2:10][C:11]1[CH:12]=[C:13]([C:14]2[O:15][CH:2]=[N:1][C:3]=2[C:4]([O:6][CH3:7])=[O:5])[CH:17]=[CH:18][CH:19]=1. (2) Given the reactants [CH:1]1([N:7]2[CH2:11][CH:10]([CH2:12][OH:13])[CH2:9][C:8]2=[O:14])[CH2:6][CH2:5][CH2:4][CH2:3][CH2:2]1.[H-].[Na+].I[CH3:18], predict the reaction product. The product is: [CH:1]1([N:7]2[CH2:11][CH:10]([CH2:12][O:13][CH3:18])[CH2:9][C:8]2=[O:14])[CH2:6][CH2:5][CH2:4][CH2:3][CH2:2]1.